This data is from Peptide-MHC class II binding affinity with 134,281 pairs from IEDB. The task is: Regression. Given a peptide amino acid sequence and an MHC pseudo amino acid sequence, predict their binding affinity value. This is MHC class II binding data. The peptide sequence is ETIVENLLANVYHQI. The MHC is DRB1_0405 with pseudo-sequence DRB1_0405. The binding affinity (normalized) is 0.465.